Dataset: Full USPTO retrosynthesis dataset with 1.9M reactions from patents (1976-2016). Task: Predict the reactants needed to synthesize the given product. (1) Given the product [Cl:6][C:7]1[CH:12]=[C:11]([C:22]2[C:21]([F:29])=[C:20]([CH:25]=[CH:24][CH:23]=2)[C:18]#[N:19])[N:10]=[C:9]2[N:14]([CH3:17])[N:15]=[CH:16][C:8]=12, predict the reactants needed to synthesize it. The reactants are: C([O-])(=O)C.[K+].[Cl:6][C:7]1[CH:12]=[C:11](Cl)[N:10]=[C:9]2[N:14]([CH3:17])[N:15]=[CH:16][C:8]=12.[C:18]([C:20]1[C:21]([F:29])=[C:22](B(O)O)[CH:23]=[CH:24][CH:25]=1)#[N:19]. (2) The reactants are: [O:1]1[C:5]2[CH:6]=[CH:7][CH:8]=[CH:9][C:4]=2[C:3]([NH:10][C:11]2[CH:16]=[CH:15][C:14](B3OC(C)(C)C(C)(C)O3)=[CH:13][CH:12]=2)=[N:2]1.[NH2:26][C:27]1[N:32]=[CH:31][N:30]=[C:29]2[N:33]([CH:37]3[CH2:42][CH2:41][N:40]([C:43]([O:45][C:46]([CH3:49])([CH3:48])[CH3:47])=[O:44])[CH2:39][CH2:38]3)[N:34]=[C:35](I)[C:28]=12.C(=O)([O-])[O-].[Na+].[Na+]. Given the product [NH2:26][C:27]1[N:32]=[CH:31][N:30]=[C:29]2[N:33]([CH:37]3[CH2:42][CH2:41][N:40]([C:43]([O:45][C:46]([CH3:49])([CH3:48])[CH3:47])=[O:44])[CH2:39][CH2:38]3)[N:34]=[C:35]([C:14]3[CH:13]=[CH:12][C:11]([NH:10][C:3]4[C:4]5[CH:9]=[CH:8][CH:7]=[CH:6][C:5]=5[O:1][N:2]=4)=[CH:16][CH:15]=3)[C:28]=12, predict the reactants needed to synthesize it. (3) Given the product [C:25]1([CH3:30])[C:24]([NH:23][C:2]2[C:3]([C:16]3[CH:21]=[CH:20][C:19]([F:22])=[CH:18][CH:17]=3)=[N:4][C:5]3[C:10]([N:11]=2)=[CH:9][C:8]([C:12]([O:14][CH3:15])=[O:13])=[CH:7][CH:6]=3)=[CH:29][CH:28]=[CH:27][CH:26]=1, predict the reactants needed to synthesize it. The reactants are: Cl[C:2]1[C:3]([C:16]2[CH:21]=[CH:20][C:19]([F:22])=[CH:18][CH:17]=2)=[N:4][C:5]2[C:10]([N:11]=1)=[CH:9][C:8]([C:12]([O:14][CH3:15])=[O:13])=[CH:7][CH:6]=2.[NH2:23][C:24]1[C:25]([CH3:30])=[CH:26][CH:27]=[CH:28][CH:29]=1.